This data is from Forward reaction prediction with 1.9M reactions from USPTO patents (1976-2016). The task is: Predict the product of the given reaction. (1) Given the reactants [H-].[Na+].[CH:3]1([OH:8])[CH2:7][CH2:6][CH2:5][CH2:4]1.Cl[CH2:10][C:11]([N:13]1[CH2:34][CH2:33][C:16]2([C:20](=[O:21])[N:19]([C:22]3[CH:27]=[CH:26][C:25]([O:28][C:29]([F:32])([F:31])[F:30])=[CH:24][CH:23]=3)[CH2:18][CH2:17]2)[CH2:15][CH2:14]1)=[O:12], predict the reaction product. The product is: [CH:3]1([O:8][CH2:10][C:11]([N:13]2[CH2:14][CH2:15][C:16]3([C:20](=[O:21])[N:19]([C:22]4[CH:27]=[CH:26][C:25]([O:28][C:29]([F:30])([F:31])[F:32])=[CH:24][CH:23]=4)[CH2:18][CH2:17]3)[CH2:33][CH2:34]2)=[O:12])[CH2:7][CH2:6][CH2:5][CH2:4]1. (2) Given the reactants [H-].[Al+3].[Li+].[H-].[H-].[H-].C([O:9][C:10]([C:12]1[N:13]([CH2:25][CH2:26][NH:27][C:28]([O:30][C:31]([CH3:34])([CH3:33])[CH3:32])=[O:29])[N:14]=[C:15]([CH2:17][O:18][C:19]2[CH:24]=[CH:23][CH:22]=[CH:21][CH:20]=2)[CH:16]=1)=O)C, predict the reaction product. The product is: [C:31]([O:30][C:28](=[O:29])[NH:27][CH2:26][CH2:25][N:13]1[C:12]([CH2:10][OH:9])=[CH:16][C:15]([CH2:17][O:18][C:19]2[CH:20]=[CH:21][CH:22]=[CH:23][CH:24]=2)=[N:14]1)([CH3:34])([CH3:32])[CH3:33]. (3) Given the reactants [Cl:1][C:2]1[C:6]2[CH:7]=[CH:8][C:9]([C:11]([O:13]CC)=[O:12])=[CH:10][C:5]=2[O:4][CH:3]=1.[OH-].[Na+], predict the reaction product. The product is: [Cl:1][C:2]1[C:6]2[CH:7]=[CH:8][C:9]([C:11]([OH:13])=[O:12])=[CH:10][C:5]=2[O:4][CH:3]=1. (4) Given the reactants [NH2:1][C:2]1[N:23]=[C:22](Cl)[CH:21]=[CH:20][C:3]=1[C:4]([NH:6][CH2:7][C:8]1[S:9][C:10]([O:13][C:14]2[CH:19]=[CH:18][CH:17]=[CH:16][CH:15]=2)=[CH:11][CH:12]=1)=[O:5].C1C=CC(CC(NCN[C@H](C(O)=O)CC2[CH:44]=[CH:43][C:42]([N+:45]([O-])=O)=CC=2)=O)=CC=1.C1(N)CC1, predict the reaction product. The product is: [NH2:1][C:2]1[N:23]=[C:22]([NH:45][CH:42]2[CH2:44][CH2:43]2)[CH:21]=[CH:20][C:3]=1[C:4]([NH:6][CH2:7][C:8]1[S:9][C:10]([O:13][C:14]2[CH:19]=[CH:18][CH:17]=[CH:16][CH:15]=2)=[CH:11][CH:12]=1)=[O:5]. (5) Given the reactants [CH3:1][O:2][C:3]1[CH:4]=[N:5][C:6]([C:9]2[CH:10]=[C:11]([CH:26]=[CH:27][CH:28]=2)[CH2:12][C:13]2[C:18](=[O:19])[CH:17]=[CH:16][N:15]([C:20]3[CH:21]=[N:22][N:23]([CH3:25])[CH:24]=3)[N:14]=2)=[N:7][CH:8]=1.I[CH3:30].[H-].[Na+].[NH4+].[Cl-], predict the reaction product. The product is: [CH3:1][O:2][C:3]1[CH:4]=[N:5][C:6]([C:9]2[CH:10]=[C:11]([CH:12]([C:13]3[C:18](=[O:19])[CH:17]=[CH:16][N:15]([C:20]4[CH:21]=[N:22][N:23]([CH3:25])[CH:24]=4)[N:14]=3)[CH3:30])[CH:26]=[CH:27][CH:28]=2)=[N:7][CH:8]=1. (6) Given the reactants [NH2:1][C:2]1[C:3]([C:9](=[S:11])[NH2:10])=[N:4][CH:5]=[C:6]([Br:8])[CH:7]=1.OO, predict the reaction product. The product is: [NH2:10][C:9]1[S:11][N:1]=[C:2]2[CH:7]=[C:6]([Br:8])[CH:5]=[N:4][C:3]=12. (7) Given the reactants [NH2:1][C:2]1[C:10]([O:11][CH3:12])=[CH:9][CH:8]=[CH:7][C:3]=1[C:4]([OH:6])=[O:5].[I:13]Cl, predict the reaction product. The product is: [NH2:1][C:2]1[C:10]([O:11][CH3:12])=[CH:9][C:8]([I:13])=[CH:7][C:3]=1[C:4]([OH:6])=[O:5]. (8) Given the reactants [F:1][C:2]1[CH:7]=[CH:6][C:5]([N:8]2[C:12]3=[N:13][CH:14]=[CH:15][CH:16]=[C:11]3[C:10]([C:17]([O:19]C)=O)=[N:9]2)=[CH:4][C:3]=1[C:21]#[C:22][C@:23]1([OH:30])[CH2:27][CH2:26][N:25]([CH3:28])[C:24]1=[O:29].[NH3:31], predict the reaction product. The product is: [F:1][C:2]1[CH:7]=[CH:6][C:5]([N:8]2[C:12]3=[N:13][CH:14]=[CH:15][CH:16]=[C:11]3[C:10]([C:17]([NH2:31])=[O:19])=[N:9]2)=[CH:4][C:3]=1[C:21]#[C:22][C@:23]1([OH:30])[CH2:27][CH2:26][N:25]([CH3:28])[C:24]1=[O:29].